Dataset: Catalyst prediction with 721,799 reactions and 888 catalyst types from USPTO. Task: Predict which catalyst facilitates the given reaction. (1) Reactant: C([NH:5][C:6]1[C:11]([Cl:12])=[C:10]([CH2:13][C:14]([C:16]2[CH:21]=[CH:20][C:19]([O:22][CH3:23])=[C:18]([O:24][CH3:25])[C:17]=2[O:26][CH2:27][CH2:28][C:29]2[CH:34]=[CH:33][C:32]([F:35])=[CH:31][CH:30]=2)=[O:15])[C:9]([Cl:36])=[CH:8][N:7]=1)(C)(C)C.C([SiH](CC)CC)C.C(O)(C(F)(F)F)=O. Product: [NH2:5][C:6]1[C:11]([Cl:12])=[C:10]([CH2:13][C:14]([C:16]2[CH:21]=[CH:20][C:19]([O:22][CH3:23])=[C:18]([O:24][CH3:25])[C:17]=2[O:26][CH2:27][CH2:28][C:29]2[CH:30]=[CH:31][C:32]([F:35])=[CH:33][CH:34]=2)=[O:15])[C:9]([Cl:36])=[CH:8][N:7]=1. The catalyst class is: 68. (2) Reactant: [NH2:1][C:2]1[CH:10]=[C:9]([C:11]([F:14])([F:13])[F:12])[CH:8]=[CH:7][C:3]=1[C:4]([OH:6])=O.CCN=C=NCCCN(C)C.C1C=CC2N(O)N=NC=2C=1.CCN(C(C)C)C(C)C.[CH3:45][C:46]([NH2:50])([C:48]#[CH:49])[CH3:47]. Product: [NH2:1][C:2]1[CH:10]=[C:9]([C:11]([F:14])([F:13])[F:12])[CH:8]=[CH:7][C:3]=1[C:4]([NH:50][C:46]([CH3:47])([C:48]#[CH:49])[CH3:45])=[O:6]. The catalyst class is: 2. (3) Reactant: CC1C=CC(S([O-])(=O)=O)=CC=1.C1C=C[NH+]=CC=1.[Cl:18][C:19]1[CH:20]=[CH:21][C:22]([O:30][CH2:31][CH:32]([F:34])[CH3:33])=[C:23]([CH:25]2OCC[O:26]2)[CH:24]=1. Product: [Cl:18][C:19]1[CH:20]=[CH:21][C:22]([O:30][CH2:31][CH:32]([F:34])[CH3:33])=[C:23]([CH:24]=1)[CH:25]=[O:26]. The catalyst class is: 283. (4) Reactant: [Na].Cl.[NH2:3][C@@H:4]1[C@@H:9]([OH:10])[C@H:8]([OH:11])[C@@H:7]([CH2:12][OH:13])[O:6][CH:5]1[OH:14].[C:15](O[C:15](=[O:18])[CH2:16][CH3:17])(=[O:18])[CH2:16][CH3:17]. Product: [OH:14][CH:5]1[C@H:4]([NH:3][C:15](=[O:18])[CH2:16][CH3:17])[C@@H:9]([OH:10])[C@H:8]([OH:11])[C@@H:7]([CH2:12][OH:13])[O:6]1. The catalyst class is: 5. (5) Reactant: [OH:1][CH2:2][C:3]([CH3:8])([CH3:7])[C:4](=[O:6])[CH3:5].C(N(CC)CC)C.[S:16](Cl)([CH3:19])(=[O:18])=[O:17]. Product: [CH3:19][S:16]([O:1][CH2:2][C:3]([CH3:8])([CH3:7])[C:4](=[O:6])[CH3:5])(=[O:18])=[O:17]. The catalyst class is: 1.